Task: Regression. Given a peptide amino acid sequence and an MHC pseudo amino acid sequence, predict their binding affinity value. This is MHC class I binding data.. Dataset: Peptide-MHC class I binding affinity with 185,985 pairs from IEDB/IMGT (1) The peptide sequence is GLLSSKFKA. The MHC is HLA-B44:02 with pseudo-sequence HLA-B44:02. The binding affinity (normalized) is 0.213. (2) The peptide sequence is ACQEAVKLK. The binding affinity (normalized) is 0.186. The MHC is HLA-A11:01 with pseudo-sequence HLA-A11:01. (3) The binding affinity (normalized) is 0.0847. The MHC is HLA-B27:03 with pseudo-sequence HLA-B27:03. The peptide sequence is DMYFCHFYK. (4) The peptide sequence is SLLERGQQLGV. The MHC is HLA-A29:02 with pseudo-sequence HLA-A29:02. The binding affinity (normalized) is 0.0957. (5) The binding affinity (normalized) is 0.669. The peptide sequence is TPSGKRLQI. The MHC is HLA-B07:02 with pseudo-sequence HLA-B07:02. (6) The peptide sequence is RYQDPQNYEL. The MHC is HLA-A29:02 with pseudo-sequence HLA-A29:02. The binding affinity (normalized) is 0.149. (7) The peptide sequence is DEIGEDVA. The MHC is HLA-B40:01 with pseudo-sequence HLA-B40:01. The binding affinity (normalized) is 0.118.